From a dataset of Full USPTO retrosynthesis dataset with 1.9M reactions from patents (1976-2016). Predict the reactants needed to synthesize the given product. (1) Given the product [C:5]([C:7]1[C:15]2[C:10](=[CH:11][CH:12]=[C:13]([CH2:16][CH2:17][NH:18][C:19](=[O:33])[C:20]3[CH:25]=[CH:24][C:23]([C:26]4[CH:31]=[CH:30][N:29]=[C:28]([NH:4][CH2:3][CH2:2][OH:1])[N:27]=4)=[CH:22][CH:21]=3)[CH:14]=2)[NH:9][CH:8]=1)#[N:6], predict the reactants needed to synthesize it. The reactants are: [OH:1][CH2:2][CH2:3][NH2:4].[C:5]([C:7]1[C:15]2[C:10](=[CH:11][CH:12]=[C:13]([CH2:16][CH2:17][NH:18][C:19](=[O:33])[C:20]3[CH:25]=[CH:24][C:23]([C:26]4[CH:31]=[CH:30][N:29]=[C:28](Cl)[N:27]=4)=[CH:22][CH:21]=3)[CH:14]=2)[NH:9][CH:8]=1)#[N:6]. (2) Given the product [C:33]([O:57][C:55](=[O:56])[NH:23][C@@H:12]([CH2:8][C:9](=[O:11])[NH:72][C@H:68]([C:66]1[O:65][N:64]=[C:63]([CH:60]2[CH2:62][CH2:61]2)[N:67]=1)[CH:69]([CH3:70])[CH3:71])[CH2:13][C:14]1[CH:19]=[C:18]([F:20])[C:17]([F:21])=[CH:16][C:15]=1[F:22])([CH3:32])([CH3:28])[CH3:34], predict the reactants needed to synthesize it. The reactants are: C([C@H:8]([CH:12]([NH2:23])[CH2:13][C:14]1[CH:19]=[C:18]([F:20])[C:17]([F:21])=[CH:16][C:15]=1[F:22])[C:9]([OH:11])=O)(OC(C)(C)C)=O.ON1C2C=C[CH:32]=[CH:33][C:28]=2N=N1.[CH2:34](N(CC)CC)C.Cl.C(N=C=NCCCN(C)C)C.FC(F)(F)[C:55]([OH:57])=[O:56].[CH:60]1([C:63]2[N:67]=[C:66]([C@@H:68]([NH2:72])[CH:69]([CH3:71])[CH3:70])[O:65][N:64]=2)[CH2:62][CH2:61]1.